This data is from TCR-epitope binding with 47,182 pairs between 192 epitopes and 23,139 TCRs. The task is: Binary Classification. Given a T-cell receptor sequence (or CDR3 region) and an epitope sequence, predict whether binding occurs between them. (1) The epitope is LQPFPQPELPYPQPQ. The TCR CDR3 sequence is CASSPTRQGGFAAQYF. Result: 0 (the TCR does not bind to the epitope). (2) The epitope is TLIGDCATV. The TCR CDR3 sequence is CASSLGQGLRYF. Result: 1 (the TCR binds to the epitope). (3) The epitope is IPRRNVATL. The TCR CDR3 sequence is CASSPTLVPYEQYF. Result: 0 (the TCR does not bind to the epitope). (4) The epitope is NLNESLIDL. The TCR CDR3 sequence is CASSSGTINTGELFF. Result: 0 (the TCR does not bind to the epitope). (5) The epitope is LVLSVNPYV. The TCR CDR3 sequence is CASSYYREGTEAFF. Result: 1 (the TCR binds to the epitope).